Dataset: Full USPTO retrosynthesis dataset with 1.9M reactions from patents (1976-2016). Task: Predict the reactants needed to synthesize the given product. (1) Given the product [CH:3]1([C:6]2[CH:11]=[C:10]([CH2:12][N:13]3[CH2:16][C:15]4([CH2:20][C:19]([N:21]5[CH2:26][CH2:25][C:24]([CH3:32])([C:27]([OH:29])=[O:28])[CH2:23][CH2:22]5)=[N:18][O:17]4)[CH2:14]3)[CH:9]=[C:8]([O:33][CH2:34][CH2:35][CH3:36])[C:7]=2[C:37]2[CH:42]=[CH:41][C:40]([F:43])=[CH:39][CH:38]=2)[CH2:4][CH2:5]1, predict the reactants needed to synthesize it. The reactants are: [OH-].[Na+].[CH:3]1([C:6]2[CH:11]=[C:10]([CH2:12][N:13]3[CH2:16][C:15]4([CH2:20][C:19]([N:21]5[CH2:26][CH2:25][C:24]([CH3:32])([C:27]([O:29]CC)=[O:28])[CH2:23][CH2:22]5)=[N:18][O:17]4)[CH2:14]3)[CH:9]=[C:8]([O:33][CH2:34][CH2:35][CH3:36])[C:7]=2[C:37]2[CH:42]=[CH:41][C:40]([F:43])=[CH:39][CH:38]=2)[CH2:5][CH2:4]1. (2) Given the product [F:21][C:22]1[CH:29]=[C:28]([F:30])[CH:27]=[CH:26][C:23]=1[CH2:24][O:1][C:2]1[CH:7]=[C:6]([CH3:8])[N:5]([C:9]2[CH:10]=[C:11]([CH:16]=[CH:17][C:18]=2[CH3:19])[C:12]([O:14][CH3:15])=[O:13])[C:4](=[O:20])[CH:3]=1, predict the reactants needed to synthesize it. The reactants are: [OH:1][C:2]1[CH:7]=[C:6]([CH3:8])[N:5]([C:9]2[CH:10]=[C:11]([CH:16]=[CH:17][C:18]=2[CH3:19])[C:12]([O:14][CH3:15])=[O:13])[C:4](=[O:20])[CH:3]=1.[F:21][C:22]1[CH:29]=[C:28]([F:30])[CH:27]=[CH:26][C:23]=1[CH2:24]Br.C([O-])([O-])=O.[K+].[K+].C([O-])(O)=O.[Na+]. (3) The reactants are: C[O:2][C:3](=[O:13])[CH2:4][NH:5][C:6]1[CH:11]=[CH:10][CH:9]=[C:8]([Cl:12])[CH:7]=1.[OH-].[Na+].CCO. Given the product [Cl:12][C:8]1[CH:7]=[C:6]([NH:5][CH2:4][C:3]([OH:13])=[O:2])[CH:11]=[CH:10][CH:9]=1, predict the reactants needed to synthesize it. (4) The reactants are: [C:1]([O:5][C:6](=[O:26])[NH:7][S:8](=[O:25])(=[O:24])[NH:9][CH2:10][CH2:11][O:12][N:13]1C(=O)C2C(=CC=CC=2)C1=O)([CH3:4])([CH3:3])[CH3:2].C(Cl)Cl.O.NN. Given the product [NH2:13][O:12][CH2:11][CH2:10][NH:9][S:8]([NH:7][C:6](=[O:26])[O:5][C:1]([CH3:3])([CH3:2])[CH3:4])(=[O:25])=[O:24], predict the reactants needed to synthesize it.